The task is: Binary Classification. Given a drug SMILES string, predict its activity (active/inactive) in a high-throughput screening assay against a specified biological target.. This data is from HIV replication inhibition screening data with 41,000+ compounds from the AIDS Antiviral Screen. (1) The compound is O=C(N[IH2]1OC(=O)c2ccccc21)c1ccc(Cl)cc1. The result is 0 (inactive). (2) The drug is O=C1NC2C(O)CCCCC2C12CCCCC2. The result is 0 (inactive). (3) The drug is ON=C1CN2CCC1CC2. The result is 0 (inactive). (4) The compound is O=c1ssc2ncccc12. The result is 0 (inactive). (5) The drug is O=C1OC(=Nc2ccccc2Cl)c2ccccc21. The result is 0 (inactive).